Dataset: Full USPTO retrosynthesis dataset with 1.9M reactions from patents (1976-2016). Task: Predict the reactants needed to synthesize the given product. Given the product [C:24]([O:23][C:21]([N:18]1[CH2:19][CH2:20][N:15]2[C:14]([C:28]3[CH:29]=[CH:30][CH:31]=[CH:32][CH:33]=3)=[N:13][C:12]([C:10]([NH:9][C@@H:4]([C:5]([CH3:7])([CH3:8])[CH3:6])[C:3]([OH:34])=[O:2])=[O:11])=[C:16]2[CH2:17]1)=[O:22])([CH3:25])([CH3:26])[CH3:27], predict the reactants needed to synthesize it. The reactants are: C[O:2][C:3](=[O:34])[C@@H:4]([NH:9][C:10]([C:12]1[N:13]=[C:14]([C:28]2[CH:33]=[CH:32][CH:31]=[CH:30][CH:29]=2)[N:15]2[CH2:20][CH2:19][N:18]([C:21]([O:23][C:24]([CH3:27])([CH3:26])[CH3:25])=[O:22])[CH2:17][C:16]=12)=[O:11])[C:5]([CH3:8])([CH3:7])[CH3:6].[OH-].[Li+].